From a dataset of Catalyst prediction with 721,799 reactions and 888 catalyst types from USPTO. Predict which catalyst facilitates the given reaction. (1) Reactant: Cl.[Cl:2][C:3]1[CH:8]=[CH:7][C:6]([C:9](=O)[CH2:10][CH2:11][N:12](C)C)=[CH:5][CH:4]=1.O.[NH2:17]N.[OH-].[Na+]. Product: [Cl:2][C:3]1[CH:8]=[CH:7][C:6]([C:9]2[CH2:10][CH2:11][NH:12][N:17]=2)=[CH:5][CH:4]=1. The catalyst class is: 5. (2) Reactant: Cl.[F:2][C:3]1[CH:17]=[CH:16][C:6]2[C:7]([CH:10]3[CH2:15][CH2:14][NH:13][CH2:12][CH2:11]3)=[N:8][O:9][C:5]=2[CH:4]=1.[C:18](=O)([O-])[O-].[K+].[K+].Cl[CH2:25][CH2:26][CH2:27][O:28][C:29]1[CH:36]=[CH:35][C:32]([C:33]#N)=[CH:31][C:30]=1[O:37][CH3:38].[I-].[K+].[OH2:41]. Product: [CH3:18][C:33]([C:32]1[CH:35]=[CH:36][C:29]([O:28][CH2:27][CH2:26][CH2:25][N:13]2[CH2:12][CH2:11][CH:10]([C:7]3[C:6]4[CH:16]=[CH:17][C:3]([F:2])=[CH:4][C:5]=4[O:9][N:8]=3)[CH2:15][CH2:14]2)=[C:30]([O:37][CH3:38])[CH:31]=1)=[O:41]. The catalyst class is: 9. (3) Reactant: C[O:2][C:3]([C:5]1[C:9]([NH:10][C:11](=[O:20])[C:12]2[C:17]([F:18])=[CH:16][CH:15]=[CH:14][C:13]=2[F:19])=[CH:8][NH:7][N:6]=1)=O.O.[NH2:22][NH2:23]. Product: [F:19][C:13]1[CH:14]=[CH:15][CH:16]=[C:17]([F:18])[C:12]=1[C:11]([NH:10][C:9]1[C:5]([C:3]([NH:22][NH2:23])=[O:2])=[N:6][NH:7][CH:8]=1)=[O:20]. The catalyst class is: 8. (4) Reactant: [CH3:1][C:2]1[CH:19]=[CH:18][C:5]([O:6][C:7]2[CH:12]=[CH:11][C:10]([NH:13][S:14]([CH3:17])(=[O:16])=[O:15])=[CH:9][CH:8]=2)=[CH:4][CH:3]=1.C([O-])([O-])=O.[K+].[K+].[CH3:26][C:27]1([C:30]([O:32][CH3:33])=[O:31])[O:29][CH2:28]1.O.CCOCC. Product: [OH:29][C:27]([CH3:28])([CH2:26][N:13]([C:10]1[CH:11]=[CH:12][C:7]([O:6][C:5]2[CH:18]=[CH:19][C:2]([CH3:1])=[CH:3][CH:4]=2)=[CH:8][CH:9]=1)[S:14]([CH3:17])(=[O:16])=[O:15])[C:30]([O:32][CH3:33])=[O:31]. The catalyst class is: 3.